Dataset: Full USPTO retrosynthesis dataset with 1.9M reactions from patents (1976-2016). Task: Predict the reactants needed to synthesize the given product. (1) Given the product [C:20]([C:18]1[CH:17]=[CH:16][N:15]=[C:14]([C:12]2[S:4][C:3]3[CH:5]=[CH:6][CH:7]=[CH:8][C:2]=3[C:1](=[O:10])[N:13]=2)[CH:19]=1)#[N:21], predict the reactants needed to synthesize it. The reactants are: [C:1]([O:10]C)(=O)[C:2]1[C:3](=[CH:5][CH:6]=[CH:7][CH:8]=1)[SH:4].[C:12]([C:14]1[CH:19]=[C:18]([C:20]#[N:21])[CH:17]=[CH:16][N:15]=1)#[N:13].C(N(CC)CC)C. (2) Given the product [CH3:15][O:12][C:11]([CH:8]1[O:7][C:6]2[CH:5]=[C:4]([Cl:14])[CH:3]=[C:2]([Br:1])[C:10]=2[O:9]1)=[O:13], predict the reactants needed to synthesize it. The reactants are: [Br:1][C:2]1[C:10]2[O:9][CH:8]([C:11]([OH:13])=[O:12])[O:7][C:6]=2[CH:5]=[C:4]([Cl:14])[CH:3]=1.[CH3:15][Si](C=[N+]=[N-])(C)C. (3) Given the product [C:1]([N:4]1[CH2:7][CH:6]([N:8]2[CH2:13][CH2:12][N:11]([C:14]3[C:15]([Cl:47])=[C:16]([NH:22][C:23]4[N:28]=[C:27]([NH:29][CH:39]5[CH2:40][CH2:41]5)[C:26]5=[N:42][CH:43]=[C:44]([C:45]#[N:46])[N:25]5[N:24]=4)[CH:17]=[C:18]([C:20]#[N:21])[CH:19]=3)[CH2:10][CH2:9]2)[CH2:5]1)(=[O:3])[CH3:2], predict the reactants needed to synthesize it. The reactants are: [C:1]([N:4]1[CH2:7][CH:6]([N:8]2[CH2:13][CH2:12][N:11]([C:14]3[C:15]([Cl:47])=[C:16]([NH:22][C:23]4[N:28]=[C:27]([N:29]([CH:39]5[CH2:41][CH2:40]5)CC5C=CC(OC)=CC=5)[C:26]5=[N:42][CH:43]=[C:44]([C:45]#[N:46])[N:25]5[N:24]=4)[CH:17]=[C:18]([C:20]#[N:21])[CH:19]=3)[CH2:10][CH2:9]2)[CH2:5]1)(=[O:3])[CH3:2].C1(OC)C=CC=CC=1.C(O)(C(F)(F)F)=O. (4) The reactants are: C[O-].[Na+].[NH2:4][C:5]1[CH:9]=[CH:8][NH:7][N:6]=1.[C:10](OC)(=[O:16])[CH2:11][C:12](OC)=[O:13]. Given the product [N:7]1[N:6]2[C:10](=[O:16])[CH2:11][C:12](=[O:13])[NH:4][C:5]2=[CH:9][CH:8]=1, predict the reactants needed to synthesize it. (5) Given the product [NH2:1][C:2]1[CH:7]=[CH:6][N:5]([CH2:12][CH2:13][O:14][Si:15]([C:18]([CH3:21])([CH3:20])[CH3:19])([CH3:17])[CH3:16])[C:4](=[O:8])[CH:3]=1, predict the reactants needed to synthesize it. The reactants are: [NH2:1][C:2]1[CH:7]=[CH:6][NH:5][C:4](=[O:8])[CH:3]=1.[H-].[Na+].Br[CH2:12][CH2:13][O:14][Si:15]([C:18]([CH3:21])([CH3:20])[CH3:19])([CH3:17])[CH3:16].O.